Dataset: Reaction yield outcomes from USPTO patents with 853,638 reactions. Task: Predict the reaction yield, written as a fraction of the theoretical maximum amount of product (1.0 means a 100% yield; for example, 0.34 means a 34% yield). (1) The reactants are [NH2:1][CH:2]1[CH2:6][CH2:5][N:4]([C:7]2[CH:12]=[CH:11][C:10]([C:13]3[NH:22][C:21](=[O:23])[C:20]4[C:15](=[CH:16][C:17]([O:26][CH3:27])=[CH:18][C:19]=4[O:24][CH3:25])[N:14]=3)=[CH:9][CH:8]=2)[CH2:3]1.CCN(CC)CC.[C:35](Cl)(=[O:37])[CH3:36]. The catalyst is C(Cl)Cl. The product is [CH3:25][O:24][C:19]1[CH:18]=[C:17]([O:26][CH3:27])[CH:16]=[C:15]2[C:20]=1[C:21](=[O:23])[NH:22][C:13]([C:10]1[CH:11]=[CH:12][C:7]([N:4]3[CH2:5][CH2:6][CH:2]([NH:1][C:35](=[O:37])[CH3:36])[CH2:3]3)=[CH:8][CH:9]=1)=[N:14]2. The yield is 0.780. (2) The reactants are O=[C:2]1[CH2:7][CH2:6][CH:5]([C:8]([O:10][CH2:11][CH3:12])=[O:9])[CH2:4][CH2:3]1.[NH:13]([C:15]([O:17][C:18]([CH3:21])([CH3:20])[CH3:19])=[O:16])[NH2:14].C(O)(=O)C.C(O[BH-](OC(=O)C)OC(=O)C)(=O)C.[Na+]. The catalyst is ClCCl. The product is [CH2:11]([O:10][C:8]([C@H:5]1[CH2:6][CH2:7][C@@H:2]([NH:14][NH:13][C:15]([O:17][C:18]([CH3:21])([CH3:20])[CH3:19])=[O:16])[CH2:3][CH2:4]1)=[O:9])[CH3:12].[CH2:11]([O:10][C:8]([C@H:5]1[CH2:6][CH2:7][C@H:2]([NH:14][NH:13][C:15]([O:17][C:18]([CH3:21])([CH3:20])[CH3:19])=[O:16])[CH2:3][CH2:4]1)=[O:9])[CH3:12]. The yield is 0.620. (3) The reactants are [CH3:1][S:2][CH2:3][N:4]1[C:9](=[O:10])[N:8]2[CH:11]=[N:12][C:13]([C:14](N)=[O:15])=[C:7]2[N:6]=[N:5]1.N([O-])=[O:18].[Na+]. The catalyst is C(O)(C(F)(F)F)=O.O. The product is [CH3:1][S:2][CH2:3][N:4]1[C:9](=[O:10])[N:8]2[CH:11]=[N:12][C:13]([C:14]([OH:15])=[O:18])=[C:7]2[N:6]=[N:5]1. The yield is 0.610. (4) The reactants are [NH2:1][C:2]1[CH:7]=[CH:6][C:5]([CH3:8])=[CH:4][CH:3]=1.[C:9]1([CH:16]=[CH:15][CH:14]=[C:12](O)[CH:11]=1)[OH:10].Cl.NC1C=CC(C)=CC=1.[OH-].[Na+]. The catalyst is C(OCC)C. The product is [CH3:8][C:5]1[CH:6]=[CH:7][C:2]([NH:1][C:12]2[CH:11]=[C:9]([OH:10])[CH:16]=[CH:15][CH:14]=2)=[CH:3][CH:4]=1. The yield is 0.740. (5) The catalyst is C(O)C. The product is [C:42]1([S:48]([OH:51])(=[O:50])=[O:49])[CH:47]=[CH:46][CH:45]=[CH:44][CH:43]=1.[F:1][C:2]1[CH:7]=[C:6]([O:8][C:9]2[CH:14]=[CH:13][N:12]=[C:11]([NH:15][C:16]([N:18]3[CH2:19][CH:20]([OH:22])[CH2:21]3)=[O:17])[CH:10]=2)[C:5]([F:23])=[CH:4][C:3]=1[NH:24][C:25]([CH2:27][C:28]1([CH2:31][C:32]([NH:34][C:35]2[CH:36]=[CH:37][C:38]([F:41])=[CH:39][CH:40]=2)=[O:33])[CH2:30][CH2:29]1)=[O:26]. The reactants are [F:1][C:2]1[CH:7]=[C:6]([O:8][C:9]2[CH:14]=[CH:13][N:12]=[C:11]([NH:15][C:16]([N:18]3[CH2:21][CH:20]([OH:22])[CH2:19]3)=[O:17])[CH:10]=2)[C:5]([F:23])=[CH:4][C:3]=1[NH:24][C:25]([CH2:27][C:28]1([CH2:31][C:32]([NH:34][C:35]2[CH:40]=[CH:39][C:38]([F:41])=[CH:37][CH:36]=2)=[O:33])[CH2:30][CH2:29]1)=[O:26].[C:42]1([S:48]([OH:51])(=[O:50])=[O:49])[CH:47]=[CH:46][CH:45]=[CH:44][CH:43]=1. The yield is 0.740. (6) The reactants are [F:1][C:2]1[CH:7]=[CH:6][C:5]([C:8]2[S:9][CH:10]=[C:11]([CH2:13][CH2:14][NH2:15])[N:12]=2)=[CH:4][CH:3]=1.[F:16][C:17]([F:33])([F:32])[C:18]1[O:22][N:21]=[C:20]([C:23]2[CH:24]=[N:25][CH:26]=[C:27]([CH:31]=2)[C:28](O)=[O:29])[N:19]=1. No catalyst specified. The product is [F:1][C:2]1[CH:3]=[CH:4][C:5]([C:8]2[S:9][CH:10]=[C:11]([CH2:13][CH2:14][NH:15][C:28](=[O:29])[C:27]3[CH:31]=[C:23]([C:20]4[N:19]=[C:18]([C:17]([F:33])([F:32])[F:16])[O:22][N:21]=4)[CH:24]=[N:25][CH:26]=3)[N:12]=2)=[CH:6][CH:7]=1. The yield is 0.170. (7) The reactants are Cl[C:2]1[C:11]2[C:6](=[CH:7][C:8]([O:14][CH2:15][CH2:16][CH2:17][N:18]3[CH2:23][CH2:22][O:21][CH2:20][CH2:19]3)=[C:9]([O:12][CH3:13])[CH:10]=2)[N:5]=[CH:4][N:3]=1.[OH:24][C:25]1[CH:33]=[C:32]2[C:28]([CH:29]=[CH:30][NH:31]2)=[CH:27][CH:26]=1. No catalyst specified. The product is [NH:31]1[C:32]2[C:28](=[CH:27][CH:26]=[C:25]([O:24][C:2]3[C:11]4[C:6](=[CH:7][C:8]([O:14][CH2:15][CH2:16][CH2:17][N:18]5[CH2:23][CH2:22][O:21][CH2:20][CH2:19]5)=[C:9]([O:12][CH3:13])[CH:10]=4)[N:5]=[CH:4][N:3]=3)[CH:33]=2)[CH:29]=[CH:30]1. The yield is 0.600.